Predict the reaction yield, written as a fraction of the theoretical maximum amount of product (1.0 means a 100% yield; for example, 0.34 means a 34% yield). From a dataset of Reaction yield outcomes from USPTO patents with 853,638 reactions. (1) The reactants are [CH3:1][CH2:2][CH2:3][CH2:4][CH2:5][CH3:6].[CH2:7]([Li])[CH2:8][CH2:9][CH3:10].[S:12]1[CH:16]=CC=C1C1C=CC=CC=1NC1C=CC=CC=1C1C=CC=CC=1.C[CH2:37][CH2:38][CH2:39][CH2:40][CH2:41][CH3:42].[B:43](Cl)(Cl)Cl.[Cl-].[Cl-].[Cl-].[Al+3].C[C:52]1(C)[CH2:57][CH2:56][CH2:55][C:54](C)(C)[NH:53]1.CCCCCCCC. The yield is 0.0800. The product is [CH:2]1[C:3]2[C:4]3=[C:54]4[N:53]([C:42]5[CH:41]=[CH:40][CH:39]=[CH:38][C:37]=5[C:5]3=[C:6]3[B:43]([CH:7]=[CH:8][CH:9]=[CH:10]3)[C:16]=2[S:12][CH:1]=1)[CH:52]=[CH:57][CH:56]=[CH:55]4. The catalyst is C1(C)C=CC=CC=1. (2) The yield is 0.530. The catalyst is [Ni].C(O)C. The reactants are [CH3:1][C:2]1([CH3:17])[CH2:7][CH2:6][CH2:5][CH:4]([S:8][C:9]2[N:14]=[CH:13][C:12]([C:15]#[N:16])=[CH:11][CH:10]=2)[CH2:3]1.N. The product is [NH2:16][CH2:15][C:12]1[CH:13]=[N:14][C:9]([S:8][CH:4]2[CH2:5][CH2:6][CH2:7][C:2]([CH3:17])([CH3:1])[CH2:3]2)=[CH:10][CH:11]=1. (3) The product is [C:1]([CH:5]([CH:21]1[CH2:22][C:23](=[O:25])[CH2:24]1)[C:6]([C:15]1[CH:16]=[CH:17][CH:18]=[CH:19][CH:20]=1)([C:9]1[CH:10]=[CH:11][CH:12]=[CH:13][CH:14]=1)[O:7][SiH3:8])([CH3:4])([CH3:2])[CH3:3]. The reactants are [C:1]([CH:5]([CH:21]1[CH2:24][C:23](=[O:25])[C:22]1(Cl)Cl)[C:6]([C:15]1[CH:20]=[CH:19][CH:18]=[CH:17][CH:16]=1)([C:9]1[CH:14]=[CH:13][CH:12]=[CH:11][CH:10]=1)[O:7][SiH3:8])([CH3:4])([CH3:3])[CH3:2].C(OCC)C. The yield is 0.437. The catalyst is C(O)(=O)C.[Zn]. (4) The reactants are Br[C:2]1[CH:3]=[C:4]2[C:8](=[CH:9][CH:10]=1)[NH:7][C:6](=[O:11])[C:5]2([CH3:13])[CH3:12].[Cl:14][C:15]1[CH:16]=[C:17](B(O)O)[CH:18]=[CH:19][C:20]=1[F:21].C(=O)([O-])[O-].[K+].[K+].[Cl-].[NH4+]. The catalyst is C(COC)OC.O.[Pd].C1(P(C2C=CC=CC=2)C2C=CC=CC=2)C=CC=CC=1.C1(P(C2C=CC=CC=2)C2C=CC=CC=2)C=CC=CC=1.C1(P(C2C=CC=CC=2)C2C=CC=CC=2)C=CC=CC=1.C1(P(C2C=CC=CC=2)C2C=CC=CC=2)C=CC=CC=1. The product is [Cl:14][C:15]1[CH:16]=[C:17]([C:2]2[CH:3]=[C:4]3[C:8](=[CH:9][CH:10]=2)[NH:7][C:6](=[O:11])[C:5]3([CH3:13])[CH3:12])[CH:18]=[CH:19][C:20]=1[F:21]. The yield is 0.300. (5) The reactants are [Cl:1][C:2]1[C:6]([Cl:7])=[C:5]([C:8](Cl)=[O:9])[S:4][N:3]=1.[NH3:11]. The catalyst is O. The product is [Cl:1][C:2]1[C:6]([Cl:7])=[C:5]([C:8]([NH2:11])=[O:9])[S:4][N:3]=1. The yield is 0.818. (6) The reactants are Br[C:2]1[C:3]2[N:4]([N:9]=[C:10]([NH2:12])[N:11]=2)[CH:5]=[C:6]([CH3:8])[CH:7]=1.[F:13][C:14]1[CH:19]=[CH:18][C:17](B(O)O)=[C:16]([CH3:23])[CH:15]=1. The catalyst is C(COC)OC. The product is [F:13][C:14]1[CH:19]=[CH:18][C:17]([C:2]2[C:3]3[N:4]([N:9]=[C:10]([NH2:12])[N:11]=3)[CH:5]=[C:6]([CH3:8])[CH:7]=2)=[C:16]([CH3:23])[CH:15]=1. The yield is 0.360. (7) The reactants are C[O:2][C:3](=[O:21])[CH2:4][CH2:5][CH2:6][CH2:7][C:8]1[O:12][C:11]([C:13]2[CH:18]=[CH:17][CH:16]=[CH:15][C:14]=2[O:19][CH3:20])=[N:10][CH:9]=1.C1COCC1.[OH-].[Na+]. The catalyst is CCO. The product is [CH3:20][O:19][C:14]1[CH:15]=[CH:16][CH:17]=[CH:18][C:13]=1[C:11]1[O:12][C:8]([CH2:7][CH2:6][CH2:5][CH2:4][C:3]([OH:21])=[O:2])=[CH:9][N:10]=1. The yield is 0.910. (8) The reactants are [CH:1]1([CH2:7][C:8]([NH:10][C:11]2[CH:16]=[CH:15][CH:14]=[C:13]([C:17]3[C:25]4[C:20](=[CH:21][CH:22]=[C:23]([C:26]5[N:30]=[CH:29][N:28](C(C6C=CC=CC=6)(C6C=CC=CC=6)C6C=CC=CC=6)[N:27]=5)[CH:24]=4)[N:19](C4CCCCO4)[N:18]=3)[CH:12]=2)=[O:9])[CH2:6][CH2:5][CH2:4][CH2:3][CH2:2]1. The catalyst is Cl.O1CCOCC1. The product is [NH:28]1[CH:29]=[N:30][C:26]([C:23]2[CH:24]=[C:25]3[C:20](=[CH:21][CH:22]=2)[NH:19][N:18]=[C:17]3[C:13]2[CH:12]=[C:11]([NH:10][C:8](=[O:9])[CH2:7][CH:1]3[CH2:2][CH2:3][CH2:4][CH2:5][CH2:6]3)[CH:16]=[CH:15][CH:14]=2)=[N:27]1. The yield is 0.340. (9) The reactants are C(OC([C:8]1[CH:13]=[CH:12][C:11]([CH2:14][CH:15](OC(=O)C(F)(F)F)[C:16]2[C:17]([O:23][CH3:24])=[N:18][CH:19]=[CH:20][C:21]=2[I:22])=[C:10]([N+:32]([O-:34])=[O:33])[C:9]=1N)=O)(C)(C)C.[OH2:36]. The catalyst is C1COCC1. The product is [C:11]([O:36][C:17](=[O:23])[NH:18][C:8]1[CH:13]=[CH:12][C:11](/[CH:14]=[CH:15]/[C:16]2[C:17]([O:23][CH3:24])=[N:18][CH:19]=[CH:20][C:21]=2[I:22])=[C:10]([N+:32]([O-:34])=[O:33])[CH:9]=1)([CH3:14])([CH3:12])[CH3:10]. The yield is 0.550.